Task: Regression/Classification. Given a drug SMILES string, predict its absorption, distribution, metabolism, or excretion properties. Task type varies by dataset: regression for continuous measurements (e.g., permeability, clearance, half-life) or binary classification for categorical outcomes (e.g., BBB penetration, CYP inhibition). Dataset: bbb_martins.. Dataset: Blood-brain barrier penetration binary classification data from Martins et al. (1) The drug is CC1OC(OC2CC(O)(C(=O)CO)Cc3c(O)c4c(c(O)c32)C(=O)c2ccccc2C4=O)CC(N)C1O. The result is 0 (does not penetrate BBB). (2) The compound is Cc1cccc2c1Oc1ccccc1[C@@]1(O)CCN(C)C[C@H]21. The result is 1 (penetrates BBB). (3) The drug is C=CCC1(C(C)CC)C(=O)NC(=O)NC1=O. The result is 1 (penetrates BBB). (4) The molecule is CCCSc1ccc2nc(NC(=O)OC)[nH]c2c1. The result is 1 (penetrates BBB). (5) The compound is Nc1ccc(-c2nc3ccc(O)cc3s2)cc1I. The result is 1 (penetrates BBB). (6) The compound is C=CC(N)CCC(=O)O. The result is 1 (penetrates BBB). (7) The molecule is CCCCCCOc1nsnc1C1=CCCN(C)C1. The result is 1 (penetrates BBB). (8) The molecule is CN1CCC23c4c5ccc(O)c4OC2CCCC3C1C5. The result is 1 (penetrates BBB). (9) The result is 1 (penetrates BBB). The compound is C[C@H]1C[C@H]2[C@@H]3CCC4=CC(=O)C=C[C@]4(C)[C@@]3(Cl)[C@@H](O)C[C@]2(C)[C@@]1(O)C(=O)CO.